From a dataset of Full USPTO retrosynthesis dataset with 1.9M reactions from patents (1976-2016). Predict the reactants needed to synthesize the given product. (1) Given the product [NH2:45][C:46]1[C:51]([S:52]([N:55]([CH3:57])[CH3:56])(=[O:54])=[O:53])=[CH:50][C:49]([C:2]2[CH:3]=[C:4]3[C:9](=[CH:10][CH:11]=2)[N:8]=[C:7]([NH:12][CH2:13][CH2:14][OH:15])[N:6]=[C:5]3[C:16]2[CH:21]=[CH:20][N:19]=[CH:18][CH:17]=2)=[CH:48][N:47]=1, predict the reactants needed to synthesize it. The reactants are: Br[C:2]1[CH:3]=[C:4]2[C:9](=[CH:10][CH:11]=1)[N:8]=[C:7]([NH:12][CH2:13][CH2:14][OH:15])[N:6]=[C:5]2[C:16]1[CH:21]=[CH:20][N:19]=[CH:18][CH:17]=1.C([O-])(=O)C.[K+].B1(B2OC(C)(C)C(C)(C)O2)OC(C)(C)C(C)(C)O1.[NH2:45][C:46]1[C:51]([S:52]([N:55]([CH3:57])[CH3:56])(=[O:54])=[O:53])=[CH:50][C:49](Br)=[CH:48][N:47]=1.C([O-])([O-])=O.[K+].[K+]. (2) Given the product [OH2:2].[C:1]([C@@H:4]([C@H:6]([C:8]([OH:10])=[O:9])[OH:7])[OH:5])([OH:3])=[O:2].[Cl:11][C:12]1[CH:13]=[C:14]([N:19]2[CH2:25][C@@H:24]3[C@@H:21]([CH2:22][NH:23]3)[CH2:20]2)[CH:15]=[N:16][C:17]=1[Cl:18], predict the reactants needed to synthesize it. The reactants are: [C:1]([C@@H:4]([C@H:6]([C:8]([OH:10])=[O:9])[OH:7])[OH:5])([OH:3])=[O:2].[Cl:11][C:12]1[CH:13]=[C:14]([N:19]2[CH2:25][C@@H:24]3[C@@H:21]([CH2:22][NH:23]3)[CH2:20]2)[CH:15]=[N:16][C:17]=1[Cl:18].